This data is from Human Reference Interactome with 51,813 positive PPI pairs across 8,248 proteins, plus equal number of experimentally-validated negative pairs. The task is: Binary Classification. Given two protein amino acid sequences, predict whether they physically interact or not. (1) Protein 1 (ENSG00000128272) has sequence MTEMSFLSSEVLVGDLMSPFDQSGLGAEESLGLLDDYLEVAKHFKPHGFSSDKAKAGSSEWLAVDGLVSPSNNSKEDAFSGTDWMLEKMDLKEFDLDALLGIDDLETMPDDLLTTLDDTCDLFAPLVQETNKQPPQTVNPIGHLPESLTKPDQVAPFTFLQPLPLSPGVLSSTPDHSFSLELGSEVDITEGDRKPDYTAYVAMIPQCIKEEDTPSDNDSGICMSPESYLGSPQHSPSTRGSPNRSLPSPGVLCGSARPKPYDPPGEKMVAAKVKGEKLDKKLKKMEQNKTAATRYRQKKR.... Protein 2 (ENSG00000140044) has sequence MVAGWPATPPAMMPGQIPDPSVTTGSLPGLGPLTGLPSSALTVEELKYADIRNLGAMIAPLHFLEVKLGKRPQPVKSELDEEEERRKRRREKNKVAAARCRNKKKERTEFLQRESERLELMNAELKTQIEELKQERQQLILMLNRHRPTCIVRTDSVKTPESEGNPLLEQLEKK*MMPGQIPDPSVTTGSLPGLGPLTGLPSSALTVEELKYADIRNLGAMIAPLHFLEVKLGKRPQPVKSELDEEEERRKRRREKNKVAAARCRNKKKERTEFLQRESERLELMNAELKTQIEELKQER.... Result: 1 (the proteins interact). (2) Protein 1 (ENSG00000063978) has sequence MSTRKRRGGAINSRQAQKRTREATSTPEISLEAEPIELVETAGDEIVDLTCESLEPVVVDLTHNDSVVIVDERRRPRRNARRLPQDHADSCVVSSDDEELSRDRDVYVTTHTPRNARDEGATGLRPSGTVSCPICMDGYSEIVQNGRLIVSTECGHVFCSQCLRDSLKNANTCPTCRKKINHKRYHPIYI*MSTRKRRGGAINSRQAQKRTREATSTPEISLEAEPIELVETAGDEIVDLTCESLEPVVVDLTHNDSVVMSTRKRRGGAINSRQAQKRTREATSTPEISLEAEPIELVET.... Protein 2 (ENSG00000183570) has sequence MESKVSEGGLNVTLTIRLLMHGKEVGSIIGKKGETVKKMREESGARINISEGNCPERIVTITGPTDAIFKAFAMIAYKFEEDIINSMSNSPATSKPPVTLRLVVPASQCGSLIGKGGSKIKEIRESTGAQVQVAGDMLPNSTERAVTISGTPDAIIQCVKQICVVMLESPPKGATIPYRPKPASTPVIFAGGQVRADPLAASTANLSLLLQHPPLPAYTIQGQYAIPHPDLTKLHQLAMQQTPFPPLGQTNPAFPGEKLPLHSSEEAQNLMGQSSGLDASPPASTHELTIPNDLIGCIIG.... Result: 1 (the proteins interact). (3) Protein 1 (ENSG00000101335) has sequence MSSKRAKAKTTKKRPQRATSNVFAMFDQSQIQEFKEAFNMIDQNRDGFIDKEDLHDMLASLGKNPTDEYLEGMMSEAPGPINFTMFLTMFGEKLNGTDPEDVIRNAFACFDEEASGFIHEDHLRELLTTMGDRFTDEEVDEMYREAPIDKKGNFNYVEFTRILKHGAKDKDD*MSSKRAKAKTTKKRPQRATSNVFAMFDQSQIQEFKEAFNMIDQNRDGFIDKEDLHDMLASLGFIHEDHLRELLTTMGDRFTDEEVDEMYREAPIDKKGNFNYVEFTRILKHGAKDKDD*. Protein 2 (ENSG00000151379) has sequence MDNLRETFLSLEDGLGSSDSPGLLSSWDWKDRAGPFELNQASPSQSLSPAPSLESYSSSPCPAVAGLPCEHGGASSGGSEGCSVGGASGLVEVDYNMLAFQPTHLQGGGGPKAQKGTKVRMSVQRRRKASEREKLRMRTLADALHTLRNYLPPVYSQRGQPLTKIQTLKYTIKYIGELTDLLNRGREPRAQSA*. Result: 1 (the proteins interact). (4) Protein 1 (ENSG00000108953) has sequence MDDREDLVYQAKLAEQAERYDEMVESMKKVAGMDVELTVEERNLLSVAYKNVIGARRASWRIISSIEQKEENKGGEDKLKMIREYRQMVETELKLICCDILDVLDKHLIPAANTGESKVFYYKMKGDYHRYLAEFATGNDRKEAAENSLVAYKAASDIAMTELPPTHPIRLGLALNFSVFYYEILNSPDRACRLAKAAFDDAIAELDTLSEESYKDSTLIMQLLRDNLTLWTSDMQGDGEEQNKEALQDVEDENQ*XMVESMKKVAGMDVELTVEERNLLSVAYKNVIGARRASWRIISS.... Protein 2 (ENSG00000198455) has sequence MEIPKLLPARGTLQGGGGGGIPAGGGRVHRGPDSPAGQVPTRRLLLLRGPQDGGPGRRREEASTASRGPGPSLLAPRTDQPSGGGGGGGDDFFLVLLDPVGGDVETAGSGQAAGPVLREEAEEGPGLQGGESGANPAGPTALGPRCLSAVPTPAPISAPGPAAAFAGTVTIHNQDLLLRFENGVLTLATPPPHAWEPGAAPAQQPGCLIAPQAGFPHAAHPGDCPELPPDLLLAEPAEPAPAPAPEEEAEGPAAALGPRGPLGSGPGVVLYLCPEAQCGQTFAKKHQLKVHLLTHSSSQG.... Result: 0 (the proteins do not interact). (5) Result: 0 (the proteins do not interact). Protein 1 (ENSG00000141504) has sequence MASVRIREAKEGDCGDILRLIRELAEFEKLSDQVKISEEALRADGFGDNPFYHCLVAEILPAPGKLLGPCVVGYGIYYFIYSTWKGRTIYLEDIYVMPEYRGQGIGSKIIKKVAEVALDKGCSQFRLAVLDWNQRAMDLYKALGAQDLTEAEGWHFFCFQGEATRKLAGK*MASVRIREAKEGDCGDILRLIRELAEFEKLSDQVKISEEALRADGFGDNPFYHCLVAEILPAPGKLLGQGIGSKIIKKVAEVALDKGCSQFRLAVLDWNQRAMDLYKALGAQDLTEAEGWHFFCFQGEA.... Protein 2 (ENSG00000154727) has sequence MTKREAEELIEIEIDGTEKAECTEESIVEQTYAPAECVSQAIDINEPIGNLKKLLEPRLQCSLDAHEICLQDIQLDPERSLFDQGVKTDGTVQLSVQVISYQGIEPKLNILEIVKPADTVEVVIDPDAHHAESEAHLVEEAQVITLDGTKHITTISDETSEQVTRWAAALEGYRKEQERLGIPYDPIQWSTDQVLHWVVWVMKEFSMTDIDLTTLNISGRELCSLNQEDFFQRVPRGEILWSHLELLRKYVLASQEQQMNEIVTIDQPVQIIPASVQSATPTTIKVINSSAKAAKVQRAP....